Dataset: Reaction yield outcomes from USPTO patents with 853,638 reactions. Task: Predict the reaction yield, written as a fraction of the theoretical maximum amount of product (1.0 means a 100% yield; for example, 0.34 means a 34% yield). The reactants are [Br:1][C:2]1[CH:3]=[C:4]([NH:9][C:10]([C:13]2[C:17]([NH:18][CH2:19][CH2:20][O:21][CH3:22])=[N:16][O:15][N:14]=2)=[N:11][OH:12])[CH:5]=[CH:6][C:7]=1[F:8].[C:23](N1C=CN=C1)(N1C=CN=C1)=[O:24]. The catalyst is C(OCC)(=O)C. The product is [Br:1][C:2]1[CH:3]=[C:4]([N:9]2[C:23](=[O:24])[O:12][N:11]=[C:10]2[C:13]2[C:17]([NH:18][CH2:19][CH2:20][O:21][CH3:22])=[N:16][O:15][N:14]=2)[CH:5]=[CH:6][C:7]=1[F:8]. The yield is 0.980.